Dataset: Reaction yield outcomes from USPTO patents with 853,638 reactions. Task: Predict the reaction yield, written as a fraction of the theoretical maximum amount of product (1.0 means a 100% yield; for example, 0.34 means a 34% yield). (1) The reactants are [CH3:1][C:2]1[S:6][C:5]2=[N:7][C:8]([C:10]3[CH:15]=[CH:14][C:13]([N+:16]([O-])=O)=[CH:12][CH:11]=3)=[CH:9][N:4]2[CH:3]=1.O.O.[Sn](Cl)Cl.C(Cl)Cl.CCOC(C)=O. The catalyst is CCO. The product is [CH3:1][C:2]1[S:6][C:5]2=[N:7][C:8]([C:10]3[CH:15]=[CH:14][C:13]([NH2:16])=[CH:12][CH:11]=3)=[CH:9][N:4]2[CH:3]=1. The yield is 0.750. (2) The reactants are Cl[C:2]1[CH:7]=[C:6]([Cl:8])[C:5]([CH:9]([F:11])[F:10])=[CH:4][N:3]=1.[Zn](C)[CH3:13]. The catalyst is O1CCOCC1.C1C=CC(P(C2C=CC=CC=2)[C-]2C=CC=C2)=CC=1.C1C=CC(P(C2C=CC=CC=2)[C-]2C=CC=C2)=CC=1.Cl[Pd]Cl.[Fe+2]. The product is [Cl:8][C:6]1[C:5]([CH:9]([F:11])[F:10])=[CH:4][N:3]=[C:2]([CH3:13])[CH:7]=1. The yield is 0.330. (3) The product is [CH2:32]([C:13]1[CH:14]=[C:15]([C:16]2[N:24]=[C:23]([CH3:25])[N:22]=[C:21]3[C:17]=2[N:18]=[CH:19][NH:20]3)[C:10]([NH:9][C:6]2[CH:7]=[N:8][C:3]([O:2][CH3:1])=[CH:4][CH:5]=2)=[N:11][CH:12]=1)[CH3:33]. The yield is 0.350. The catalyst is [Pd].CO. The reactants are [CH3:1][O:2][C:3]1[N:8]=[CH:7][C:6]([NH:9][C:10]2[C:15]([C:16]3[N:24]=[C:23]([CH3:25])[N:22]=[C:21]4[C:17]=3[N:18]=[CH:19][N:20]4C3CCCCO3)=[CH:14][C:13]([CH:32]=[CH2:33])=[CH:12][N:11]=2)=[CH:5][CH:4]=1.C(O)(C(F)(F)F)=O.